From a dataset of Reaction yield outcomes from USPTO patents with 853,638 reactions. Predict the reaction yield, written as a fraction of the theoretical maximum amount of product (1.0 means a 100% yield; for example, 0.34 means a 34% yield). The reactants are C(OC([N:8]1[CH2:12][C@@H:11]([CH2:13][O:14][CH3:15])[CH2:10][C@H:9]1[C:16]1[NH:20][C:19]2[C:21]3[C:26]([CH:27]=[CH:28][C:18]=2[N:17]=1)=[CH:25][C:24]1[C:29]2[C:34]([CH2:35][O:36][C:23]=1[CH:22]=3)=[CH:33][C:32]([C:37]1[CH:38]=[CH:39][C:40]3[N:44]=[C:43]([C@@H:45]4[CH2:49][CH2:48][CH2:47][N:46]4[C:50](=[O:60])[C@@H:51]([NH:55][C:56]([O:58][CH3:59])=[O:57])[CH:52]([CH3:54])[CH3:53])[NH:42][C:41]=3[CH:61]=1)=[CH:31][CH:30]=2)=O)(C)(C)C.Cl.[CH3:63][O:64][C:65]([NH:67][C@H:68]([C:72]1[CH:77]=CC=C[CH:73]=1)[C:69](O)=[O:70])=[O:66].CCOC(C(C#N)=NOC(N1CCOCC1)=[N+](C)C)=O.F[P-](F)(F)(F)(F)F.C(N(C(C)C)CC)(C)C. The catalyst is CN(C=O)C.C(OCC)(=O)C.C(O)C. The product is [CH3:59][O:58][C:56]([NH:55][C@@H:51]([CH:52]([CH3:53])[CH3:54])[C:50]([N:46]1[CH2:47][CH2:48][CH2:49][C@H:45]1[C:43]1[NH:42][C:41]2[CH:61]=[C:37]([C:32]3[CH:33]=[C:34]4[CH2:35][O:36][C:23]5[CH:22]=[C:21]6[C:26]([CH:27]=[CH:28][C:18]7[N:17]=[C:16]([C@@H:9]8[CH2:10][C@H:11]([CH2:13][O:14][CH3:15])[CH2:12][N:8]8[C@@:68]([NH:67][C:65](=[O:66])[O:64][CH3:63])([CH:72]([CH3:77])[CH3:73])[CH:69]=[O:70])[NH:20][C:19]=76)=[CH:25][C:24]=5[C:29]4=[CH:30][CH:31]=3)[CH:38]=[CH:39][C:40]=2[N:44]=1)=[O:60])=[O:57]. The yield is 0.400.